From a dataset of Full USPTO retrosynthesis dataset with 1.9M reactions from patents (1976-2016). Predict the reactants needed to synthesize the given product. (1) Given the product [CH3:1][O:2][C:3]([C:5]1[S:6][C:7]([CH:42]2[CH2:43][CH2:44][C:45]([CH3:48])([CH3:49])[CH2:46][CH2:47]2)=[CH:8][C:9]=1[N:10]([CH:20]([CH2:33][OH:34])[CH2:21][OH:22])[C:11]([C@H:13]1[CH2:14][CH2:15][C@H:16]([CH3:19])[CH2:17][CH2:18]1)=[O:12])=[O:4], predict the reactants needed to synthesize it. The reactants are: [CH3:1][O:2][C:3]([C:5]1[S:6][C:7]([CH:42]2[CH2:47][CH2:46][C:45]([CH3:49])([CH3:48])[CH2:44][CH2:43]2)=[CH:8][C:9]=1[N:10]([CH:20]([CH2:33][O:34][SiH](C(C)C)C(C)C)[CH2:21][O:22][Si](C(C)C)(C(C)C)C(C)C)[C:11]([C@H:13]1[CH2:18][CH2:17][C@H:16]([CH3:19])[CH2:15][CH2:14]1)=[O:12])=[O:4].N1C=CC=CC=1.C([O-])(O)=O.[Na+]. (2) Given the product [CH:27]1([C@H:33]([NH:37][C:38]([O:40][CH2:41][C:42]([CH3:47])([CH3:46])[CH2:43][CH:44]=[CH2:45])=[O:39])[C:34]([N:19]2[CH2:20][C@H:16]([O:15][C:8]3[C:7]4[C:12](=[CH:13][C:4]([O:3][CH3:2])=[C:5]([CH:25]=[CH2:26])[CH:6]=4)[NH:11][C:10](=[O:14])[CH:9]=3)[CH2:17][C@H:18]2[C:21]([O:23][CH3:24])=[O:22])=[O:35])[CH2:28][CH2:29][CH2:30][CH2:31][CH2:32]1, predict the reactants needed to synthesize it. The reactants are: Cl.[CH3:2][O:3][C:4]1[CH:13]=[C:12]2[C:7]([C:8]([O:15][C@H:16]3[CH2:20][NH:19][C@H:18]([C:21]([O:23][CH3:24])=[O:22])[CH2:17]3)=[CH:9][C:10](=[O:14])[NH:11]2)=[CH:6][C:5]=1[CH:25]=[CH2:26].[CH:27]1([C@H:33]([NH:37][C:38]([O:40][CH2:41][C:42]([CH3:47])([CH3:46])[CH2:43][CH:44]=[CH2:45])=[O:39])[C:34](O)=[O:35])[CH2:32][CH2:31][CH2:30][CH2:29][CH2:28]1.CCN(C(C)C)C(C)C.CN(C(ON1N=NC2C=CC=NC1=2)=[N+](C)C)C.F[P-](F)(F)(F)(F)F.Cl. (3) Given the product [C:18]1([CH2:17][O:9][C:8]([CH:5]2[CH2:6][CH2:7][C:2](=[O:1])[CH2:3][CH2:4]2)=[O:10])[CH:23]=[CH:22][CH:21]=[CH:20][CH:19]=1, predict the reactants needed to synthesize it. The reactants are: [O:1]=[C:2]1[CH2:7][CH2:6][CH:5]([C:8]([OH:10])=[O:9])[CH2:4][CH2:3]1.C(=O)([O-])[O-].[K+].[K+].[CH2:17](Br)[C:18]1[CH:23]=[CH:22][CH:21]=[CH:20][CH:19]=1. (4) Given the product [CH3:1][O:2][C:3]1[CH:4]=[C:5]2[C:10](=[CH:11][C:12]=1[O:13][CH3:14])[N:9]=[CH:8][N:7]=[C:6]2[O:15][C:16]1[CH:22]=[CH:21][C:19]([NH:20][C:41](=[O:47])[O:42][CH2:43][CH2:54][CH2:53][O:52][C:51]2[CH:57]=[CH:58][CH:59]=[CH:60][C:50]=2[F:49])=[CH:18][CH:17]=1, predict the reactants needed to synthesize it. The reactants are: [CH3:1][O:2][C:3]1[CH:4]=[C:5]2[C:10](=[CH:11][C:12]=1[O:13][CH3:14])[N:9]=[CH:8][N:7]=[C:6]2[O:15][C:16]1[CH:22]=[CH:21][C:19]([NH2:20])=[CH:18][CH:17]=1.C1(C)C=CC=CC=1.C(N(CC)CC)C.ClC(Cl)(O[C:41](=[O:47])[O:42][C:43](Cl)(Cl)Cl)Cl.[F:49][C:50]1[CH:60]=[CH:59][CH:58]=[CH:57][C:51]=1[O:52][CH2:53][CH2:54]CO. (5) Given the product [CH3:15][S:16]([O:7][CH:4]1[CH2:5][CH2:6][S:1][CH2:2][CH2:3]1)(=[O:18])=[O:17], predict the reactants needed to synthesize it. The reactants are: [S:1]1[CH2:6][CH2:5][CH:4]([OH:7])[CH2:3][CH2:2]1.C(N(CC)CC)C.[CH3:15][S:16](Cl)(=[O:18])=[O:17].O.